Dataset: Full USPTO retrosynthesis dataset with 1.9M reactions from patents (1976-2016). Task: Predict the reactants needed to synthesize the given product. (1) The reactants are: Br[C:2]1[C:7](=[O:8])[N:6]([CH2:9][C:10]2[CH:15]=[CH:14][C:13]([C:16]3[C:17]([C:22]#[N:23])=[CH:18][CH:19]=[CH:20][CH:21]=3)=[CH:12][CH:11]=2)[C:5]([CH2:24][CH2:25][CH3:26])=[N:4][C:3]=1[CH2:27][CH3:28].[CH3:29][O:30][C:31]1[CH:32]=[C:33]([OH:37])[CH:34]=[CH:35][CH:36]=1.[OH-].[K+].CS(C)=O. Given the product [CH2:27]([C:3]1[N:4]=[C:5]([CH2:24][CH2:25][CH3:26])[N:6]([CH2:9][C:10]2[CH:15]=[CH:14][C:13]([C:16]3[C:17]([C:22]#[N:23])=[CH:18][CH:19]=[CH:20][CH:21]=3)=[CH:12][CH:11]=2)[C:7](=[O:8])[C:2]=1[O:37][C:33]1[CH:34]=[CH:35][CH:36]=[C:31]([O:30][CH3:29])[CH:32]=1)[CH3:28], predict the reactants needed to synthesize it. (2) Given the product [Cl:1][C:2]1[CH:3]=[C:4]([N:9]([CH2:10][C:11]2[CH:16]=[CH:15][C:14]([O:17][CH3:18])=[C:13]([O:19][CH3:20])[CH:12]=2)[C:30]2[C:29]3[C:24](=[CH:25][C:26]([F:35])=[C:27]([N+:32]([O-:34])=[O:33])[CH:28]=3)[N:23]=[CH:22][N:31]=2)[CH:5]=[CH:6][C:7]=1[F:8], predict the reactants needed to synthesize it. The reactants are: [Cl:1][C:2]1[CH:3]=[C:4]([NH:9][CH2:10][C:11]2[CH:16]=[CH:15][C:14]([O:17][CH3:18])=[C:13]([O:19][CH3:20])[CH:12]=2)[CH:5]=[CH:6][C:7]=1[F:8].Cl[C:22]1[N:31]=[CH:30][C:29]2[C:24](=[CH:25][C:26]([F:35])=[C:27]([N+:32]([O-:34])=[O:33])[CH:28]=2)[N:23]=1.C(OCC)C. (3) Given the product [CH3:20][O:21][NH:22][C:23]([C:25]1[C:26](=[O:48])[C:27]2[CH:32]=[N:31][C:30]([NH:19][C:16]3[CH:17]=[CH:18][C:13]([CH:10]4[CH2:9][CH2:8][N:7]([CH2:6][CH2:5][S:2]([CH3:1])(=[O:4])=[O:3])[CH2:12][CH2:11]4)=[CH:14][CH:15]=3)=[N:29][C:28]=2[N:37]([C:39]2[CH:40]=[C:41]3[C:45](=[CH:46][CH:47]=2)[CH2:44][CH2:43][CH2:42]3)[CH:38]=1)=[O:24], predict the reactants needed to synthesize it. The reactants are: [CH3:1][S:2]([CH2:5][CH2:6][N:7]1[CH2:12][CH2:11][CH:10]([C:13]2[CH:18]=[CH:17][C:16]([NH2:19])=[CH:15][CH:14]=2)[CH2:9][CH2:8]1)(=[O:4])=[O:3].[CH3:20][O:21][NH:22][C:23]([C:25]1[C:26](=[O:48])[C:27]2[CH:32]=[N:31][C:30](S(C)(=O)=O)=[N:29][C:28]=2[N:37]([C:39]2[CH:40]=[C:41]3[C:45](=[CH:46][CH:47]=2)[CH2:44][CH2:43][CH2:42]3)[CH:38]=1)=[O:24]. (4) Given the product [F:5][C:6]1[CH:11]=[C:10]([CH2:12][Br:13])[CH:9]=[CH:8][N:7]=1, predict the reactants needed to synthesize it. The reactants are: C(O)(=O)C.[F:5][C:6]1[CH:11]=[C:10]([CH3:12])[CH:9]=[CH:8][N:7]=1.[Br:13]N1C(=O)CCC1=O.C(OOC(=O)C1C=CC=CC=1)(=O)C1C=CC=CC=1. (5) Given the product [C:1]([C:5]1[CH:6]=[C:7]([C:15]2[N:19]([C:20]3[CH:21]=[CH:22][C:23]([C:26]([N:28]4[CH2:29][CH2:30][O:31][CH2:32][CH2:33]4)=[O:27])=[CH:24][CH:25]=3)[N:18]=[C:17]([C:34]3[CH:43]=[CH:42][C:37]([C:38]([OH:40])=[O:39])=[CH:36][CH:35]=3)[CH:16]=2)[CH:8]=[C:9]([O:11][CH:12]([CH3:14])[CH3:13])[CH:10]=1)([CH3:3])([CH3:4])[CH3:2], predict the reactants needed to synthesize it. The reactants are: [C:1]([C:5]1[CH:6]=[C:7]([C:15]2[N:19]([C:20]3[CH:25]=[CH:24][C:23]([C:26]([N:28]4[CH2:33][CH2:32][O:31][CH2:30][CH2:29]4)=[O:27])=[CH:22][CH:21]=3)[N:18]=[C:17]([C:34]3[CH:43]=[CH:42][C:37]([C:38]([O:40]C)=[O:39])=[CH:36][CH:35]=3)[CH:16]=2)[CH:8]=[C:9]([O:11][CH:12]([CH3:14])[CH3:13])[CH:10]=1)([CH3:4])([CH3:3])[CH3:2].[Li+].[OH-].Cl. (6) Given the product [Cl:13][C:14]1[CH:21]=[CH:20][C:17]([CH:18]=[N:1][C:2]2[N:6]=[C:5]([C:7]3[S:8][CH:9]=[CH:10][C:11]=3[Cl:12])[O:4][N:3]=2)=[CH:16][CH:15]=1, predict the reactants needed to synthesize it. The reactants are: [NH2:1][C:2]1[N:6]=[C:5]([C:7]2[S:8][CH:9]=[CH:10][C:11]=2[Cl:12])[O:4][N:3]=1.[Cl:13][C:14]1[CH:21]=[CH:20][C:17]([CH:18]=O)=[CH:16][CH:15]=1.